Dataset: Full USPTO retrosynthesis dataset with 1.9M reactions from patents (1976-2016). Task: Predict the reactants needed to synthesize the given product. (1) Given the product [CH:1]([N:4]1[C:8]([C:9]2[N:18]=[C:17]3[C:16]4[CH:19]=[N:20][C:21]([N:25]5[CH2:32][CH2:31][CH2:30][C@H:26]5[C:27]([NH2:29])=[O:28])=[CH:22][C:15]=4[O:14][CH2:13][CH2:12][N:11]3[CH:10]=2)=[N:7][C:6]([CH3:24])=[N:5]1)([CH3:2])[CH3:3], predict the reactants needed to synthesize it. The reactants are: [CH:1]([N:4]1[C:8]([C:9]2[N:18]=[C:17]3[N:11]([CH2:12][CH2:13][O:14][C:15]4[CH:22]=[C:21](O)[N:20]=[CH:19][C:16]=43)[CH:10]=2)=[N:7][C:6]([CH3:24])=[N:5]1)([CH3:3])[CH3:2].[NH:25]1[CH2:32][CH2:31][CH2:30][C@H:26]1[C:27]([NH2:29])=[O:28]. (2) The reactants are: [OH:1][C:2]1[C:7](C(O)=O)=[CH:6][N:5]=[C:4]2[N:11]([CH2:14][C:15]3[CH:20]=[CH:19][C:18]([O:21][CH3:22])=[CH:17][CH:16]=3)[N:12]=[CH:13][C:3]=12.O.C(OCC)(=O)C.C1COCC1.O. Given the product [CH3:22][O:21][C:18]1[CH:17]=[CH:16][C:15]([CH2:14][N:11]2[C:4]3[N:5]=[CH:6][CH:7]=[C:2]([OH:1])[C:3]=3[CH:13]=[N:12]2)=[CH:20][CH:19]=1, predict the reactants needed to synthesize it. (3) Given the product [CH3:33][S:32][C:29]1[CH:30]=[CH:31][C:26]([N:10]2[C:9](=[O:24])[C:8]([C:5]3[CH:6]=[CH:7][C:2]([F:1])=[CH:3][CH:4]=3)=[C:13]([C:14]3[CH:19]=[CH:18][C:17]([S:20]([CH3:23])(=[O:22])=[O:21])=[CH:16][CH:15]=3)[CH:12]=[N:11]2)=[CH:27][CH:28]=1, predict the reactants needed to synthesize it. The reactants are: [F:1][C:2]1[CH:7]=[CH:6][C:5]([C:8]2[C:9](=[O:24])[NH:10][N:11]=[CH:12][C:13]=2[C:14]2[CH:19]=[CH:18][C:17]([S:20]([CH3:23])(=[O:22])=[O:21])=[CH:16][CH:15]=2)=[CH:4][CH:3]=1.Br[C:26]1[CH:31]=[CH:30][C:29]([S:32][CH3:33])=[CH:28][CH:27]=1.